This data is from Forward reaction prediction with 1.9M reactions from USPTO patents (1976-2016). The task is: Predict the product of the given reaction. (1) Given the reactants [CH:1]1[C:10]2[C:5](=[CH:6][CH:7]=[CH:8][CH:9]=2)[CH:4]=[CH:3][C:2]=1[C:11]([C:13]1[CH:18]=[CH:17][CH:16]=[CH:15][CH:14]=1)=[CH2:12].[CH:19]([Br:22])(Br)[Br:20], predict the reaction product. The product is: [CH:1]1[C:10]2[C:5](=[CH:6][CH:7]=[CH:8][CH:9]=2)[CH:4]=[CH:3][C:2]=1[C:11]1([C:13]2[CH:14]=[CH:15][CH:16]=[CH:17][CH:18]=2)[CH2:12][C:19]1([Br:22])[Br:20]. (2) Given the reactants Cl.[Cl:2][C:3]1[CH:4]=[C:5]([NH:10][C:11]2[C:16]([NH:17][NH2:18])=[N:15][C:14]3=[N:19][O:20][N:21]=[C:13]3[N:12]=2)[CH:6]=[CH:7][C:8]=1[F:9].[C:22]1([C:28]2[O:32][C:31]([CH:33]=O)=[CH:30][CH:29]=2)[CH:27]=[CH:26][CH:25]=[CH:24][CH:23]=1, predict the reaction product. The product is: [Cl:2][C:3]1[CH:4]=[C:5]([NH:10][C:11]2[C:16]([NH:17][N:18]=[CH:33][C:31]3[O:32][C:28]([C:22]4[CH:23]=[CH:24][CH:25]=[CH:26][CH:27]=4)=[CH:29][CH:30]=3)=[N:15][C:14]3=[N:19][O:20][N:21]=[C:13]3[N:12]=2)[CH:6]=[CH:7][C:8]=1[F:9]. (3) The product is: [CH3:13][O:14][C:15]1[CH:16]=[CH:17][C:18]([CH2:19][N:20]2[CH:24]=[C:23]([C:25]3[S:27][CH:3]=[C:4]([NH:6][C:7]4[CH:12]=[CH:11][CH:10]=[CH:9][N:8]=4)[N:26]=3)[C:22]([C:28]([F:31])([F:29])[F:30])=[N:21]2)=[CH:32][CH:33]=1. Given the reactants Cl.Cl[CH2:3][C:4]([NH:6][C:7]1[CH:12]=[CH:11][CH:10]=[CH:9][N:8]=1)=O.[CH3:13][O:14][C:15]1[CH:33]=[CH:32][C:18]([CH2:19][N:20]2[CH:24]=[C:23]([C:25](=[S:27])[NH2:26])[C:22]([C:28]([F:31])([F:30])[F:29])=[N:21]2)=[CH:17][CH:16]=1, predict the reaction product.